Dataset: Full USPTO retrosynthesis dataset with 1.9M reactions from patents (1976-2016). Task: Predict the reactants needed to synthesize the given product. Given the product [Cl:19][C:20]1[CH:21]=[C:22]2[C:27](=[CH:28][C:29]=1[N:30]1[CH2:10][C:9]3[C:4]([CH:1]4[CH2:2][CH2:3]4)=[N:5][CH:6]=[CH:7][C:8]=3[NH:12][C:13]1=[O:18])[O:26][CH:25]([C:31]1[C:36]([F:37])=[CH:35][CH:34]=[CH:33][N:32]=1)[CH2:24][CH2:23]2, predict the reactants needed to synthesize it. The reactants are: [CH:1]1([C:4]2[C:9]([CH:10]=O)=[C:8]([NH:12][C:13](=[O:18])C(C)(C)C)[CH:7]=[CH:6][N:5]=2)[CH2:3][CH2:2]1.[Cl:19][C:20]1[CH:21]=[C:22]2[C:27](=[CH:28][C:29]=1[NH2:30])[O:26][CH:25]([C:31]1[C:36]([F:37])=[CH:35][CH:34]=[CH:33][N:32]=1)[CH2:24][CH2:23]2.